Dataset: Serine/threonine kinase 33 screen with 319,792 compounds. Task: Binary Classification. Given a drug SMILES string, predict its activity (active/inactive) in a high-throughput screening assay against a specified biological target. (1) The drug is o1c(C2CC(NCCCCCCC)=CC(=O)C2)ccc1. The result is 0 (inactive). (2) The compound is O1C(CN(CC2CCCCC2)C)C(CN(C(CO)C)C(=O)c2c1ccc(NC(=O)Cn1nnnc1)c2)C. The result is 0 (inactive). (3) The compound is O=C1N(CC(C1)C(=O)Nc1cc([N+]([O-])=O)ccc1)Cc1ccccc1. The result is 0 (inactive). (4) The molecule is Brc1c(n(nc1)CC)C(=O)Nc1sc2c(CCC2)c1C(OC)=O. The result is 0 (inactive). (5) The compound is O=C(N1CCCCCC1)C(=O)N\N=C\c1ccc(OC)cc1. The result is 0 (inactive). (6) The molecule is S(=O)(=O)(C(c1nc2c(nc1OCCO)cccc2)C#N)c1ccc(cc1)C. The result is 0 (inactive).